This data is from Peptide-MHC class I binding affinity with 185,985 pairs from IEDB/IMGT. The task is: Regression. Given a peptide amino acid sequence and an MHC pseudo amino acid sequence, predict their binding affinity value. This is MHC class I binding data. The peptide sequence is RRRLRTLVL. The MHC is HLA-C07:01 with pseudo-sequence HLA-C07:01. The binding affinity (normalized) is 0.637.